Dataset: Full USPTO retrosynthesis dataset with 1.9M reactions from patents (1976-2016). Task: Predict the reactants needed to synthesize the given product. (1) Given the product [CH3:1][C:2]1[CH:7]=[CH:6][C:5]([NH2:8])=[CH:4][C:3]=1[C:11]1[C:16]2[CH:17]=[CH:18][S:19][C:15]=2[CH:14]=[CH:13][N:12]=1, predict the reactants needed to synthesize it. The reactants are: [CH3:1][C:2]1[CH:7]=[CH:6][C:5]([N+:8]([O-])=O)=[CH:4][C:3]=1[C:11]1[C:16]2[CH:17]=[CH:18][S:19][C:15]=2[CH:14]=[CH:13][N:12]=1.O.O.[Sn](Cl)Cl.[Na]. (2) Given the product [CH2:7]([NH:10][CH:3]([CH2:4][CH3:5])[CH2:2][CH3:1])[CH:8]=[CH2:9], predict the reactants needed to synthesize it. The reactants are: [CH3:1][CH2:2][C:3](=O)[CH2:4][CH3:5].[CH2:7]([NH2:10])[CH:8]=[CH2:9].[BH-](OC(C)=O)(OC(C)=O)OC(C)=O.[Na+]. (3) Given the product [C:34]([O:33][C:31](=[O:32])[NH:38][C:39]1[CH:40]=[CH:41][C:42]([O:30][C:27]2[CH:26]=[CH:25][C:24]([C:21]3[CH:22]=[CH:23][C:18](/[CH:17]=[CH:16]/[C:11]4[N:12]([CH2:14][CH3:15])[CH:13]=[C:9]([C:3]5[CH:4]=[CH:5][C:6]([Cl:8])=[CH:7][C:2]=5[Cl:1])[N:10]=4)=[CH:19][CH:20]=3)=[CH:29][CH:28]=2)=[CH:43][CH:44]=1)([CH3:37])([CH3:35])[CH3:36], predict the reactants needed to synthesize it. The reactants are: [Cl:1][C:2]1[CH:7]=[C:6]([Cl:8])[CH:5]=[CH:4][C:3]=1[C:9]1[N:10]=[C:11](/[CH:16]=[CH:17]/[C:18]2[CH:23]=[CH:22][C:21]([C:24]3[CH:29]=[CH:28][C:27]([OH:30])=[CH:26][CH:25]=3)=[CH:20][CH:19]=2)[N:12]([CH2:14][CH3:15])[CH:13]=1.[C:31]([NH:38][C:39]1[CH:44]=[CH:43][C:42](B(O)O)=[CH:41][CH:40]=1)([O:33][C:34]([CH3:37])([CH3:36])[CH3:35])=[O:32]. (4) Given the product [C:13]([N:21]1[C@H:30]2[C@@H:25]([CH2:26][CH2:27][CH2:28][CH2:29]2)[C:24]([C:2]2[CH:7]=[CH:6][CH:5]=[CH:4][N:3]=2)([OH:31])[CH2:23][CH2:22]1)(=[O:20])[C:14]1[CH:15]=[CH:16][CH:17]=[CH:18][CH:19]=1, predict the reactants needed to synthesize it. The reactants are: Br[C:2]1[CH:7]=[CH:6][CH:5]=[CH:4][N:3]=1.[Li]CCCC.[C:13]([N:21]1[C@H:30]2[C@@H:25]([CH2:26][CH2:27][CH2:28][CH2:29]2)[C:24](=[O:31])[CH2:23][CH2:22]1)(=[O:20])[C:14]1[CH:19]=[CH:18][CH:17]=[CH:16][CH:15]=1.